This data is from Experimentally validated miRNA-target interactions with 360,000+ pairs, plus equal number of negative samples. The task is: Binary Classification. Given a miRNA mature sequence and a target amino acid sequence, predict their likelihood of interaction. Result: 1 (interaction). The protein sequence of the target gene is MEKRSSGRRSGRRRGSQKSTDSPGADAELPESAARDDAVFDDEVAPNAASDNASAEKKVKSPRAALDGGVASAASPESKPSPGTKGQLRGESDRSKQPPPASSPTKRKGRSRALEAVPAPPASGPRAPAKESPPKRVPDPSPVTKGTAAESGEEAARAIPRELPVKSSSLLPEIKPEHKRGPLPNHFNGRAEGGRSRELGRAAGAPGASDADGLKPRNHFGVGRSTVTTKVTLPAKPKHVELNLKTPKNLDSLGNEHNPFSQPVHKGNTATKISLFENKRTNSSPRHTDIRGQRNTPASS.... The miRNA is hsa-miR-34a-5p with sequence UGGCAGUGUCUUAGCUGGUUGU.